Predict the reaction yield, written as a fraction of the theoretical maximum amount of product (1.0 means a 100% yield; for example, 0.34 means a 34% yield). From a dataset of Reaction yield outcomes from USPTO patents with 853,638 reactions. (1) The reactants are [CH3:1][O:2][C:3]1[CH2:7][CH:6]([CH2:8][CH2:9][N+:10]([O-])=O)[C:5](=[O:13])[C:4]=1[C:14]1[C:19]([CH3:20])=[CH:18][C:17]([CH3:21])=[CH:16][C:15]=1[CH3:22].C([O-])=O.[NH4+]. The catalyst is CO.[Pd]. The product is [NH2:10][CH2:9][CH2:8][CH:6]1[C:5](=[O:13])[C:4]([C:14]2[C:19]([CH3:20])=[CH:18][C:17]([CH3:21])=[CH:16][C:15]=2[CH3:22])=[C:3]([O:2][CH3:1])[CH2:7]1. The yield is 0.190. (2) The reactants are CC1C=CC(S(O[C:12]2[CH:21]=[CH:20][C:19]3[C:18](=[O:22])[CH2:17][CH2:16][CH2:15][C:14]=3[CH:13]=2)(=O)=O)=CC=1.[F:23][C:24]1[CH:29]=[CH:28][C:27]([SH:30])=[CH:26][CH:25]=1.CCN(C(C)C)C(C)C. The catalyst is O1CCOCC1.C1C=CC(/C=C/C(/C=C/C2C=CC=CC=2)=O)=CC=1.C1C=CC(/C=C/C(/C=C/C2C=CC=CC=2)=O)=CC=1.C1C=CC(/C=C/C(/C=C/C2C=CC=CC=2)=O)=CC=1.[Pd].[Pd].CC1(C)C2C(=C(P(C3C=CC=CC=3)C3C=CC=CC=3)C=CC=2)OC2C(P(C3C=CC=CC=3)C3C=CC=CC=3)=CC=CC1=2. The product is [F:23][C:24]1[CH:29]=[CH:28][C:27]([S:30][C:12]2[CH:13]=[C:14]3[C:19](=[CH:20][CH:21]=2)[C:18](=[O:22])[CH2:17][CH2:16][CH2:15]3)=[CH:26][CH:25]=1. The yield is 0.770. (3) The reactants are [CH2:1]([CH:8]([C:14]([NH:16][C@H:17]([C:28]1[S:29][CH:30]=[C:31]([CH2:33][CH3:34])[N:32]=1)[CH2:18][C:19]1[CH:24]=[CH:23][C:22]([N+:25]([O-:27])=[O:26])=[CH:21][CH:20]=1)=[O:15])[C:9]([O:11]CC)=O)[C:2]1[CH:7]=[CH:6][CH:5]=[CH:4][CH:3]=1.C(=O)([O-])[O-].[K+].[K+].[C:41](=[N:44]O)([NH2:43])[CH3:42]. The catalyst is C1(C)C=CC=CC=1. The product is [CH2:33]([C:31]1[N:32]=[C:28]([C@@H:17]([NH:16][C:14](=[O:15])[CH:8]([C:9]2[O:11][N:44]=[C:41]([CH3:42])[N:43]=2)[CH2:1][C:2]2[CH:3]=[CH:4][CH:5]=[CH:6][CH:7]=2)[CH2:18][C:19]2[CH:20]=[CH:21][C:22]([N+:25]([O-:27])=[O:26])=[CH:23][CH:24]=2)[S:29][CH:30]=1)[CH3:34]. The yield is 0.940. (4) The reactants are Br[C:2]1[N:3]=[C:4]([N:7]2[CH2:12][CH2:11][CH2:10][CH2:9][C:8]2=[O:13])[S:5][CH:6]=1.C(O)C.[Cl:17][C:18]1[CH:23]=[CH:22][C:21](B(O)O)=[CH:20][CH:19]=1.C(=O)([O-])[O-].[K+].[K+]. The catalyst is C1(C)C=CC=CC=1.C1C=CC([P]([Pd]([P](C2C=CC=CC=2)(C2C=CC=CC=2)C2C=CC=CC=2)([P](C2C=CC=CC=2)(C2C=CC=CC=2)C2C=CC=CC=2)[P](C2C=CC=CC=2)(C2C=CC=CC=2)C2C=CC=CC=2)(C2C=CC=CC=2)C2C=CC=CC=2)=CC=1. The product is [Cl:17][C:18]1[CH:23]=[CH:22][C:21]([C:2]2[N:3]=[C:4]([N:7]3[CH2:12][CH2:11][CH2:10][CH2:9][C:8]3=[O:13])[S:5][CH:6]=2)=[CH:20][CH:19]=1. The yield is 0.714. (5) The reactants are [CH:1]([O:14][C@@H:15]1[CH2:19][CH2:18][NH:17][CH2:16]1)([C:8]1[CH:13]=[CH:12][CH:11]=[CH:10][CH:9]=1)[C:2]1[CH:7]=[CH:6][CH:5]=[CH:4][CH:3]=1.Cl[CH2:21][C:22]1[N:27]=[C:26]([C:28]([O:30][CH2:31][CH3:32])=[O:29])[CH:25]=[CH:24][CH:23]=1.C(#N)C.C(N(CC)CC)C. The catalyst is C(OCC)(=O)C. The product is [CH:1]([O:14][C@@H:15]1[CH2:19][CH2:18][N:17]([CH2:21][C:22]2[N:27]=[C:26]([C:28]([O:30][CH2:31][CH3:32])=[O:29])[CH:25]=[CH:24][CH:23]=2)[CH2:16]1)([C:8]1[CH:13]=[CH:12][CH:11]=[CH:10][CH:9]=1)[C:2]1[CH:3]=[CH:4][CH:5]=[CH:6][CH:7]=1. The yield is 0.540. (6) The reactants are Cl.[NH2:2][C@@H:3]1[C:11]2[C:6](=[C:7]([C:12]3[N:16]=[C:15]([C:17]4[CH:18]=[CH:19][C:20]([O:25][CH:26]([CH3:28])[CH3:27])=[C:21]([CH:24]=4)[C:22]#[N:23])[S:14][N:13]=3)[CH:8]=[CH:9][CH:10]=2)[CH2:5][CH2:4]1.[S:29](N)([NH2:32])(=[O:31])=[O:30]. The catalyst is O1CCOCC1. The product is [C:22]([C:21]1[CH:24]=[C:17]([C:15]2[S:14][N:13]=[C:12]([C:7]3[CH:8]=[CH:9][CH:10]=[C:11]4[C:6]=3[CH2:5][CH2:4][C@@H:3]4[NH:2][S:29]([NH2:32])(=[O:31])=[O:30])[N:16]=2)[CH:18]=[CH:19][C:20]=1[O:25][CH:26]([CH3:28])[CH3:27])#[N:23]. The yield is 0.660. (7) The reactants are Br[C:2]1[CH:3]=[C:4]2[C:8](=[CH:9][CH:10]=1)[NH:7][C:6](=[O:11])[CH2:5]2.[C:12](B1OC(C)(C)C(C)(C)O1)([CH3:14])=[CH2:13].[O-]P([O-])([O-])=O.[K+].[K+].[K+].C1(P(C2CCCCC2)C2C=CC=CC=2C2C(C(C)C)=CC(C(C)C)=CC=2C(C)C)CCCCC1. The catalyst is CCCCO.O. The product is [C:12]([C:2]1[CH:3]=[C:4]2[C:8](=[CH:9][CH:10]=1)[NH:7][C:6](=[O:11])[CH2:5]2)([CH3:14])=[CH2:13]. The yield is 0.460. (8) The reactants are [CH3:1][O:2][C:3]([C:5]1[CH:10]=[CH:9][C:8]([C:11]2[C:12]([CH3:49])([CH3:48])[C@H:13]3[C@:26]([CH3:29])([CH2:27][CH:28]=2)[C@@H:25]2[C@:16]([CH3:47])([C@@:17]4([CH3:46])[C@H:22]([CH2:23][CH2:24]2)[C@H:21]2[C@H:30]([C:33]([CH3:35])=[CH2:34])[CH2:31][CH2:32][C@:20]2([C:36]([O:38]CC2C=CC=CC=2)=[O:37])[CH2:19][CH2:18]4)[CH2:15][CH2:14]3)=[CH:7][CH:6]=1)=[O:4].C(N(CC)CC)C.[C:57]([SiH:61]([CH3:63])[CH3:62])([CH3:60])([CH3:59])[CH3:58]. The catalyst is ClC(Cl)C.C([O-])(=O)C.[Pd+2].C([O-])(=O)C. The product is [CH3:1][O:2][C:3]([C:5]1[CH:10]=[CH:9][C:8]([C:11]2[C:12]([CH3:49])([CH3:48])[C@H:13]3[C@:26]([CH3:29])([CH2:27][CH:28]=2)[C@@H:25]2[C@:16]([CH3:47])([C@@:17]4([CH3:46])[C@H:22]([CH2:23][CH2:24]2)[C@H:21]2[C@H:30]([C:33]([CH3:35])=[CH2:34])[CH2:31][CH2:32][C@:20]2([C:36]([O:38][Si:61]([C:57]([CH3:60])([CH3:59])[CH3:58])([CH3:63])[CH3:62])=[O:37])[CH2:19][CH2:18]4)[CH2:15][CH2:14]3)=[CH:7][CH:6]=1)=[O:4]. The yield is 0.910. (9) The reactants are C(OC([N:8]1[C:16]2[C:11](=[CH:12][CH:13]=[C:14](Cl)[CH:15]=2)/[C:10](=[CH:18]/[C:19]2[CH:24]=[CH:23][CH:22]=[C:21]([F:25])[CH:20]=2)/[C:9]1=[O:26])=O)(C)(C)C.Cl[CH:28]=[C:29]([O:46][Si](C)(C)C)[N:30]=[CH:31]C1C=C(Cl)C=CC=1OC1CCOCC1.FC(F)(F)C(O)=O. The catalyst is C1(C)C=CC=CC=1.ClCCl. The product is [F:25][C:21]1[CH:20]=[C:19]([CH:18]2[CH2:28][C:29](=[O:46])[NH:30][CH2:31][C:10]32[C:11]2[C:16](=[CH:15][CH:14]=[CH:13][CH:12]=2)[NH:8][C:9]3=[O:26])[CH:24]=[CH:23][CH:22]=1. The yield is 0.320. (10) The yield is 0.320. The product is [CH2:37]([O:36][C:5]([CH3:35])([CH2:6][C:7]1[CH:8]=[CH:9][C:10]([O:13][CH2:14][CH2:15][CH:16]2[CH2:20][N:19]([CH2:21][C:22]3[CH:23]=[CH:24][C:25]([O:28][C:29]([F:31])([F:32])[F:30])=[CH:26][CH:27]=3)[C:18](=[O:33])[N:17]2[CH3:34])=[CH:11][CH:12]=1)[C:4]([OH:39])=[O:3])[CH3:38]. The reactants are C([O:3][C:4](=[O:39])[C:5]([O:36][CH2:37][CH3:38])([CH3:35])[CH2:6][C:7]1[CH:12]=[CH:11][C:10]([O:13][CH2:14][CH2:15][CH:16]2[CH2:20][N:19]([CH2:21][C:22]3[CH:27]=[CH:26][C:25]([O:28][C:29]([F:32])([F:31])[F:30])=[CH:24][CH:23]=3)[C:18](=[O:33])[N:17]2[CH3:34])=[CH:9][CH:8]=1)C.[OH-].[Na+]. The catalyst is C(O)C.